From a dataset of Full USPTO retrosynthesis dataset with 1.9M reactions from patents (1976-2016). Predict the reactants needed to synthesize the given product. (1) Given the product [Cl:26][CH:11]([C:2]1[CH:3]=[N:4][C:5]2[C:10](=[CH:9][CH:8]=[CH:7][CH:6]=2)[N:1]=1)[CH2:12][C:13]1[CH:22]=[N:21][C:20]2[C:15](=[CH:16][CH:17]=[CH:18][CH:19]=2)[N:14]=1, predict the reactants needed to synthesize it. The reactants are: [N:1]1[C:10]2[C:5](=[CH:6][CH:7]=[CH:8][CH:9]=2)[N:4]=[CH:3][C:2]=1[CH:11](O)[CH2:12][C:13]1[CH:22]=[N:21][C:20]2[C:15](=[CH:16][CH:17]=[CH:18][CH:19]=2)[N:14]=1.O=S(Cl)[Cl:26]. (2) Given the product [CH2:7]([O:6][C:2](=[N:9][C:17](=[O:24])[C:18]1[CH:23]=[CH:22][CH:21]=[CH:20][CH:19]=1)[CH2:3][CH2:4][CH3:5])[CH3:8], predict the reactants needed to synthesize it. The reactants are: Cl.[C:2](=[NH:9])([O:6][CH2:7][CH3:8])[CH2:3][CH2:4][CH3:5].C(N(CC)CC)C.[C:17](Cl)(=[O:24])[C:18]1[CH:23]=[CH:22][CH:21]=[CH:20][CH:19]=1. (3) Given the product [F:3][C:4]1([F:10])[CH2:7][CH:6]([CH:8]=[CH:12][C:11]([O:13][CH2:14][CH3:15])=[O:16])[CH2:5]1, predict the reactants needed to synthesize it. The reactants are: [H-].[Na+].[F:3][C:4]1([F:10])[CH2:7][CH:6]([CH:8]=O)[CH2:5]1.[CH2:11]([O:13][CH2:14][CH3:15])[CH3:12].[O:16]1CCCC1.